From a dataset of Reaction yield outcomes from USPTO patents with 853,638 reactions. Predict the reaction yield, written as a fraction of the theoretical maximum amount of product (1.0 means a 100% yield; for example, 0.34 means a 34% yield). (1) The reactants are [C:1]1([S:7]([N:10]2[C:14]3=[N:15][CH:16]=[C:17]([Cl:19])[CH:18]=[C:13]3[C:12]([CH2:20][C:21]3[CH:22]=[N:23][C:24](S(C)(=O)=O)=[N:25][CH:26]=3)=[CH:11]2)(=[O:9])=[O:8])[CH:6]=[CH:5][CH:4]=[CH:3][CH:2]=1.[Cl:31][C:32]1[CH:39]=[CH:38][C:35]([CH2:36][NH2:37])=[CH:34][CH:33]=1.O. The catalyst is CN1CCCC1=O. The product is [C:1]1([S:7]([N:10]2[C:14]3=[N:15][CH:16]=[C:17]([Cl:19])[CH:18]=[C:13]3[C:12]([CH2:20][C:21]3[CH:22]=[N:23][C:24]([NH:37][CH2:36][C:35]4[CH:38]=[CH:39][C:32]([Cl:31])=[CH:33][CH:34]=4)=[N:25][CH:26]=3)=[CH:11]2)(=[O:9])=[O:8])[CH:6]=[CH:5][CH:4]=[CH:3][CH:2]=1. The yield is 0.740. (2) The yield is 0.740. The product is [Cl:19][C:7]1[C:6]([C:2]2[S:1][CH:5]=[CH:4][CH:3]=2)=[N:15][C:14]2[C:9](=[CH:10][CH:11]=[CH:12][CH:13]=2)[N:8]=1. The reactants are [S:1]1[CH:5]=[CH:4][CH:3]=[C:2]1[C:6]1[C:7](=O)[NH:8][C:9]2[C:14]([N:15]=1)=[CH:13][CH:12]=[CH:11][CH:10]=2.O=P(Cl)(Cl)[Cl:19]. No catalyst specified.